This data is from Reaction yield outcomes from USPTO patents with 853,638 reactions. The task is: Predict the reaction yield, written as a fraction of the theoretical maximum amount of product (1.0 means a 100% yield; for example, 0.34 means a 34% yield). The reactants are [CH:1]([C:4]1[N:5]=[C:6]([C:12]2[CH:17]=[CH:16][C:15]([C:18]([F:21])([F:20])[F:19])=[CH:14][CH:13]=2)[S:7][C:8]=1[C:9](O)=[O:10])([CH3:3])[CH3:2].[CH3:22][O:23][C:24](=[O:35])[CH2:25][CH2:26][C:27]1[CH:32]=[CH:31][C:30]([NH2:33])=[CH:29][C:28]=1[CH3:34].CCN=C=NCCCN(C)C. The catalyst is CN(C1C=CN=CC=1)C.C(Cl)Cl. The product is [CH3:22][O:23][C:24](=[O:35])[CH2:25][CH2:26][C:27]1[CH:32]=[CH:31][C:30]([NH:33][C:9]([C:8]2[S:7][C:6]([C:12]3[CH:13]=[CH:14][C:15]([C:18]([F:21])([F:19])[F:20])=[CH:16][CH:17]=3)=[N:5][C:4]=2[CH:1]([CH3:3])[CH3:2])=[O:10])=[CH:29][C:28]=1[CH3:34]. The yield is 0.700.